Dataset: Full USPTO retrosynthesis dataset with 1.9M reactions from patents (1976-2016). Task: Predict the reactants needed to synthesize the given product. (1) Given the product [Cl:26][C:22]1[N:23]=[CH:24][NH:25][C:21]=1[C:19]([NH:18][CH2:17][C:12]1[CH:13]=[CH:14][C:15]([Cl:16])=[C:10]([O:9][C:4]2[CH:3]=[C:2]([C:31]#[C:30][C@@H:29]([OH:32])[CH3:28])[CH:7]=[C:6]([Cl:8])[CH:5]=2)[C:11]=1[F:27])=[O:20], predict the reactants needed to synthesize it. The reactants are: Br[C:2]1[CH:3]=[C:4]([O:9][C:10]2[C:11]([F:27])=[C:12]([CH2:17][NH:18][C:19]([C:21]3[NH:25][CH:24]=[N:23][C:22]=3[Cl:26])=[O:20])[CH:13]=[CH:14][C:15]=2[Cl:16])[CH:5]=[C:6]([Cl:8])[CH:7]=1.[CH3:28][C@H:29]([OH:32])[C:30]#[CH:31]. (2) Given the product [CH3:1][O:2][C:3](=[O:12])[C:4]1[CH:9]=[CH:8][CH:7]=[C:6]([NH:10][C:15](=[O:16])[C:14]([CH3:19])([CH3:18])[CH3:13])[C:5]=1[NH2:11], predict the reactants needed to synthesize it. The reactants are: [CH3:1][O:2][C:3](=[O:12])[C:4]1[CH:9]=[CH:8][CH:7]=[C:6]([NH2:10])[C:5]=1[NH2:11].[CH3:13][C:14]([CH3:19])([CH3:18])[C:15](Cl)=[O:16]. (3) Given the product [C:24]1([C:30]2[CH:31]=[CH:32][CH:33]=[CH:34][CH:35]=2)[CH:25]=[CH:26][CH:27]=[CH:28][CH:23]=1, predict the reactants needed to synthesize it. The reactants are: C1C=C2C([C@H](O)[C@@H](O)C=C2)=CC=1.C1(B(O)O)C=CC=CC=1.O[C@H:23]1[C@@H:28](O)[CH:27]=[CH:26][CH:25]=[C:24]1[C:30]1[CH:35]=[CH:34][CH:33]=[CH:32][CH:31]=1. (4) Given the product [CH:1]([N:4]1[CH2:9][CH2:8][CH:7]([O:10][C:11]2[CH:16]=[CH:15][C:14]([C:17]3([CH2:23][NH2:24])[CH2:18][CH2:19][O:20][CH2:21][CH2:22]3)=[CH:13][CH:12]=2)[CH2:6][CH2:5]1)([CH3:3])[CH3:2], predict the reactants needed to synthesize it. The reactants are: [CH:1]([N:4]1[CH2:9][CH2:8][CH:7]([O:10][C:11]2[CH:16]=[CH:15][C:14]([C:17]3([C:23]#[N:24])[CH2:22][CH2:21][O:20][CH2:19][CH2:18]3)=[CH:13][CH:12]=2)[CH2:6][CH2:5]1)([CH3:3])[CH3:2].[H-].[H-].[H-].[H-].[Li+].[Al+3].O.[OH-].[Na+]. (5) The reactants are: [NH2:1][C:2](=O)[CH2:3][CH:4]1[CH2:7][N:6]([C:8]([O:10][C:11]([CH3:14])([CH3:13])[CH3:12])=[O:9])[CH2:5]1.CSC.B.CCN(C(C)C)C(C)C.II. Given the product [NH2:1][CH2:2][CH2:3][CH:4]1[CH2:7][N:6]([C:8]([O:10][C:11]([CH3:14])([CH3:13])[CH3:12])=[O:9])[CH2:5]1, predict the reactants needed to synthesize it. (6) Given the product [CH:1]([C@H:4]1[C:29](=[O:30])[N:28]2[CH2:31][C@@H:25]([CH2:26][C@H:27]2[C:32]([O:34][CH2:35][CH2:36][Si:37]([CH3:38])([CH3:40])[CH3:39])=[O:33])[O:24][C:23](=[O:41])[C:15]2=[CH:16][C:17]3[CH:18]=[CH:19][CH:20]=[CH:21][C:22]=3[N:14]2[CH2:13][CH2:12][CH2:11][CH2:10][CH2:9][CH2:8][O:7][C:6](=[O:42])[NH:5]1)([CH3:3])[CH3:2], predict the reactants needed to synthesize it. The reactants are: [CH:1]([C@H:4]1[C:29](=[O:30])[N:28]2[CH2:31][C@@H:25]([CH2:26][C@H:27]2[C:32]([O:34][CH2:35][CH2:36][Si:37]([CH3:40])([CH3:39])[CH3:38])=[O:33])[O:24][C:23](=[O:41])[C:15]2=[CH:16][C:17]3[CH:18]=[CH:19][CH:20]=[CH:21][C:22]=3[N:14]2[CH2:13][CH:12]=[CH:11][CH2:10][CH2:9][CH2:8][O:7][C:6](=[O:42])[NH:5]1)([CH3:3])[CH3:2].